This data is from Catalyst prediction with 721,799 reactions and 888 catalyst types from USPTO. The task is: Predict which catalyst facilitates the given reaction. Reactant: [Cl:1][C:2]1[CH:3]=[CH:4][C:5]2[N:11]3[C:12]([CH2:15][C:16]([F:19])([F:18])[F:17])=[N:13][N:14]=[C:10]3[C@@H:9]([CH2:20][C:21]3[S:22][C:23]([CH2:26][CH2:27][C:28]([O:30]C)=[O:29])=[CH:24][N:25]=3)[S:8][C@H:7]([C:32]3[CH:37]=[CH:36][CH:35]=[C:34]([O:38][CH3:39])[C:33]=3[O:40][CH3:41])[C:6]=2[CH:42]=1.Cl.C(Cl)(Cl)Cl. Product: [Cl:1][C:2]1[CH:3]=[CH:4][C:5]2[N:11]3[C:12]([CH2:15][C:16]([F:17])([F:18])[F:19])=[N:13][N:14]=[C:10]3[C@@H:9]([CH2:20][C:21]3[S:22][C:23]([CH2:26][CH2:27][C:28]([OH:30])=[O:29])=[CH:24][N:25]=3)[S:8][C@H:7]([C:32]3[CH:37]=[CH:36][CH:35]=[C:34]([O:38][CH3:39])[C:33]=3[O:40][CH3:41])[C:6]=2[CH:42]=1. The catalyst class is: 12.